Dataset: Human liver microsome stability data. Task: Regression/Classification. Given a drug SMILES string, predict its absorption, distribution, metabolism, or excretion properties. Task type varies by dataset: regression for continuous measurements (e.g., permeability, clearance, half-life) or binary classification for categorical outcomes (e.g., BBB penetration, CYP inhibition). Dataset: hlm. (1) The drug is CC(C)(C)c1ccc(NC(=O)Nc2ccc3[nH]ncc3c2)s1. The result is 0 (unstable in human liver microsomes). (2) The molecule is COc1ccc(-c2cc(-c3ccc(-n4cccn4)cc3)cnc2N)cn1. The result is 0 (unstable in human liver microsomes).